Predict which catalyst facilitates the given reaction. From a dataset of Catalyst prediction with 721,799 reactions and 888 catalyst types from USPTO. (1) Reactant: [C:1]([N:5]1[CH2:10][CH2:9][N:8]([C:11](OC(C)(C)C)=[O:12])[C@@H:7]([C:18]([N:20]2[CH2:25][CH2:24][NH:23][CH2:22][CH2:21]2)=[O:19])[CH2:6]1)([CH3:4])([CH3:3])[CH3:2].[N:26]([C:29]1[CH:34]=[CH:33][CH:32]=[C:31]([C:35]([F:38])([F:37])[F:36])[CH:30]=1)=[C:27]=[O:28]. Product: [NH3:5].[CH3:11][OH:12].[C:1]([N:5]1[CH2:10][CH2:9][NH:8][C@@H:7]([C:18]([N:20]2[CH2:25][CH2:24][N:23]([C:27]([NH:26][C:29]3[CH:34]=[CH:33][CH:32]=[C:31]([C:35]([F:36])([F:37])[F:38])[CH:30]=3)=[O:28])[CH2:22][CH2:21]2)=[O:19])[CH2:6]1)([CH3:4])([CH3:2])[CH3:3]. The catalyst class is: 2. (2) Reactant: Cl[C:2]1[CH:9]=[CH:8][C:7]([N+:10]([O-:12])=[O:11])=[CH:6][C:3]=1[C:4]#[N:5].[NH:13]1[CH2:18][CH2:17][CH2:16][CH2:15][CH2:14]1. Product: [N+:10]([C:7]1[CH:8]=[CH:9][C:2]([N:13]2[CH2:18][CH2:17][CH2:16][CH2:15][CH2:14]2)=[C:3]([CH:6]=1)[C:4]#[N:5])([O-:12])=[O:11]. The catalyst class is: 10. (3) Reactant: Cl[S:2]([C:5]1[CH:6]=[C:7]([CH:11]=[CH:12][CH:13]=1)[C:8]([OH:10])=[O:9])(=[O:4])=[O:3].[C:14]([O:18][C:19]([N:21]1[CH2:26][CH2:25][NH:24][CH2:23][CH2:22]1)=[O:20])([CH3:17])([CH3:16])[CH3:15].C(N(CC)CC)C. Product: [C:14]([O:18][C:19]([N:21]1[CH2:26][CH2:25][N:24]([S:2]([C:5]2[CH:13]=[CH:12][CH:11]=[C:7]([C:8]([OH:10])=[O:9])[CH:6]=2)(=[O:4])=[O:3])[CH2:23][CH2:22]1)=[O:20])([CH3:17])([CH3:15])[CH3:16]. The catalyst class is: 10. (4) Reactant: [C:1]([C:5]1[CH:20]=[CH:19][CH:18]=[CH:17][C:6]=1[O:7][C:8]1[C:13]([N+:14]([O-])=O)=[CH:12][CH:11]=[CH:10][N:9]=1)([CH3:4])([CH3:3])[CH3:2]. Product: [C:1]([C:5]1[CH:20]=[CH:19][CH:18]=[CH:17][C:6]=1[O:7][C:8]1[C:13]([NH2:14])=[CH:12][CH:11]=[CH:10][N:9]=1)([CH3:4])([CH3:2])[CH3:3]. The catalyst class is: 381. (5) Reactant: C([O:8][C:9](=O)[CH2:10][CH:11]([NH:17][C:18]([O:20][C:21]([CH3:24])([CH3:23])[CH3:22])=[O:19])[C:12]1[NH:16][N:15]=[N:14][N:13]=1)C1C=CC=CC=1.[NH3:26]. Product: [C:21]([O:20][C:18](=[O:19])[NH:17][CH:11]([C:12]1[NH:16][N:15]=[N:14][N:13]=1)[CH2:10][C:9](=[O:8])[NH2:26])([CH3:24])([CH3:23])[CH3:22]. The catalyst class is: 5. (6) Product: [C:15]([C:13]1[CH:14]=[C:9]([NH:8][C:36]([NH:37][C:38]2[C:47]3[C:42](=[CH:43][CH:44]=[CH:45][CH:46]=3)[C:41]([O:48][C:49]3[CH:54]=[CH:53][N:52]=[C:51]([NH:55][C:56]4[CH:61]=[C:60]([O:62][CH2:63][CH2:64][O:65][CH2:66][CH2:67][O:68][CH2:69][CH2:70][O:71][CH3:72])[CH:59]=[C:58]([O:73][CH3:74])[CH:57]=4)[N:50]=3)=[CH:40][CH:39]=2)=[O:35])[C:10]([O:27][CH3:28])=[C:11]([NH:19][S:20]([C:23]([F:24])([F:25])[F:26])(=[O:22])=[O:21])[CH:12]=1)([CH3:16])([CH3:17])[CH3:18]. The catalyst class is: 480. Reactant: C(N(CC)CC)C.[NH2:8][C:9]1[C:10]([O:27][CH3:28])=[C:11]([NH:19][S:20]([C:23]([F:26])([F:25])[F:24])(=[O:22])=[O:21])[CH:12]=[C:13]([C:15]([CH3:18])([CH3:17])[CH3:16])[CH:14]=1.C1([O:35][C:36](=O)[NH:37][C:38]2[C:47]3[C:42](=[CH:43][CH:44]=[CH:45][CH:46]=3)[C:41]([O:48][C:49]3[CH:54]=[CH:53][N:52]=[C:51]([NH:55][C:56]4[CH:61]=[C:60]([O:62][CH2:63][CH2:64][O:65][CH2:66][CH2:67][O:68][CH2:69][CH2:70][O:71][CH3:72])[CH:59]=[C:58]([O:73][CH3:74])[CH:57]=4)[N:50]=3)=[CH:40][CH:39]=2)C=CC=CC=1. (7) Reactant: C([O:3][C:4](=[O:26])[C:5]([NH:8][C:9]([NH:11][C:12]1[CH:17]=[C:16]([C:18]2[CH:23]=[CH:22][CH:21]=[CH:20][C:19]=2[O:24][CH3:25])[N:15]=[CH:14][N:13]=1)=[O:10])([CH3:7])[CH3:6])C.[Li+].[OH-]. Product: [CH3:25][O:24][C:19]1[CH:20]=[CH:21][CH:22]=[CH:23][C:18]=1[C:16]1[N:15]=[CH:14][N:13]=[C:12]([NH:11][C:9](=[O:10])[NH:8][C:5]([CH3:6])([CH3:7])[C:4]([OH:26])=[O:3])[CH:17]=1. The catalyst class is: 20. (8) Reactant: CN([CH:4]=[O:5])C.[CH3:6][CH2:7][O:8][C:9]([C@@H:11]1[CH2:15][CH:14]=[CH:13][N:12]1[C:16]([O:18][C:19]([CH3:22])([CH3:21])[CH3:20])=[O:17])=[O:10].[OH-].[Na+]. The catalyst class is: 2. Product: [CH3:6][CH2:7][O:8][C:9]([C@@H:11]1[CH2:15][C:14]([CH:4]=[O:5])=[CH:13][N:12]1[C:16]([O:18][C:19]([CH3:21])([CH3:20])[CH3:22])=[O:17])=[O:10]. (9) Reactant: Br[CH2:2][C:3]1[CH:4]=[CH:5][C:6]([C:9]2[CH:16]=[CH:15][CH:14]=[CH:13][C:10]=2[C:11]#[N:12])=[N:7][CH:8]=1.[O:17]=[C:18]([CH2:24][CH2:25][CH3:26])[CH2:19][C:20]([O:22][CH3:23])=[O:21].C(N(C(C)C)CC)(C)C.O.[Br-].[Li+]. Product: [C:11]([C:10]1[CH:13]=[CH:14][CH:15]=[CH:16][C:9]=1[C:6]1[N:7]=[CH:8][C:3]([CH2:2][CH:19]([C:18](=[O:17])[CH2:24][CH2:25][CH3:26])[C:20]([O:22][CH3:23])=[O:21])=[CH:4][CH:5]=1)#[N:12]. The catalyst class is: 132.